Dataset: HIV replication inhibition screening data with 41,000+ compounds from the AIDS Antiviral Screen. Task: Binary Classification. Given a drug SMILES string, predict its activity (active/inactive) in a high-throughput screening assay against a specified biological target. The compound is Cc1ccc(SSCCCCS(=O)O)cc1.[NaH]. The result is 0 (inactive).